Dataset: Forward reaction prediction with 1.9M reactions from USPTO patents (1976-2016). Task: Predict the product of the given reaction. Given the reactants [CH:1]([C:4]1[CH:5]=[C:6]([CH:10]=[CH:11][CH:12]=1)[C:7]([OH:9])=O)([CH3:3])[CH3:2].C(Cl)(=O)C(Cl)=O.[NH2:19][C:20]1[CH:21]=[CH:22][C:23]([CH3:37])=[C:24]([C:26]2[CH:27]=[C:28]3[C:33](=[CH:34][CH:35]=2)[N:32]=[C:31]([NH2:36])[N:30]=[CH:29]3)[CH:25]=1, predict the reaction product. The product is: [NH2:36][C:31]1[N:30]=[CH:29][C:28]2[C:33](=[CH:34][CH:35]=[C:26]([C:24]3[CH:25]=[C:20]([NH:19][C:7](=[O:9])[C:6]4[CH:10]=[CH:11][CH:12]=[C:4]([CH:1]([CH3:2])[CH3:3])[CH:5]=4)[CH:21]=[CH:22][C:23]=3[CH3:37])[CH:27]=2)[N:32]=1.